This data is from Full USPTO retrosynthesis dataset with 1.9M reactions from patents (1976-2016). The task is: Predict the reactants needed to synthesize the given product. (1) The reactants are: C([N:8]1[C:16]2[C:11](=[CH:12][C:13]([CH2:20]Br)=[CH:14][C:15]=2[N+:17]([O-:19])=[O:18])[C:10]([Br:22])=[C:9]1[C:23]1[CH:28]=[CH:27][CH:26]=[CH:25][CH:24]=1)(OC(C)(C)C)=O.[NH:29]1[CH2:34][CH2:33][O:32][CH2:31][CH2:30]1. Given the product [Br:22][C:10]1[C:11]2[C:16](=[C:15]([N+:17]([O-:19])=[O:18])[CH:14]=[C:13]([CH2:20][N:29]3[CH2:34][CH2:33][O:32][CH2:31][CH2:30]3)[CH:12]=2)[NH:8][C:9]=1[C:23]1[CH:24]=[CH:25][CH:26]=[CH:27][CH:28]=1, predict the reactants needed to synthesize it. (2) Given the product [CH2:77]([C@H:76]([NH:84][C:52](=[O:54])[C:51]1[CH:55]=[C:56]([N:58]2[CH2:62][CH2:61][CH2:60][C:59]2=[O:63])[CH:57]=[C:49]([O:48][CH2:47][CH:44]2[CH2:45][CH2:46]2)[CH:50]=1)[C@@H:75]([OH:85])[CH2:74][C@H:73]([C:72](=[O:87])[NH:71][CH:65]1[CH2:66][CH:67]2[CH2:70][CH:64]1[CH2:69][CH2:68]2)[CH3:86])[C:78]1[CH:79]=[CH:80][CH:81]=[CH:82][CH:83]=1, predict the reactants needed to synthesize it. The reactants are: C([C@H](NC(=O)C1C=C(C2C=CC=CC=2)C=C(N2CCCC2=O)C=1)[C@@H](O)C[C@H](C(=O)NCCC(C)(C)C)C)C1C=CC=CC=1.[CH:44]1([CH2:47][O:48][C:49]2[CH:50]=[C:51]([CH:55]=[C:56]([N:58]3[CH2:62][CH2:61][CH2:60][C:59]3=[O:63])[CH:57]=2)[C:52]([OH:54])=O)[CH2:46][CH2:45]1.[CH:64]12[CH2:70][CH:67]([CH2:68][CH2:69]1)[CH2:66][CH:65]2[NH:71][C:72](=[O:87])[C@H:73]([CH3:86])[CH2:74][C@H:75]([OH:85])[C@@H:76]([NH2:84])[CH2:77][C:78]1[CH:83]=[CH:82][CH:81]=[CH:80][CH:79]=1. (3) Given the product [CH:1]([N:14]1[CH2:17][CH:16]([O:18][C:19]2[CH:26]=[CH:25][C:22]([C:23]#[N:24])=[C:21](/[CH:27]=[CH:33]/[N:34]([CH3:36])[CH3:35])[CH:20]=2)[CH2:15]1)([C:8]1[CH:9]=[CH:10][CH:11]=[CH:12][CH:13]=1)[C:2]1[CH:7]=[CH:6][CH:5]=[CH:4][CH:3]=1, predict the reactants needed to synthesize it. The reactants are: [CH:1]([N:14]1[CH2:17][CH:16]([O:18][C:19]2[CH:26]=[CH:25][C:22]([C:23]#[N:24])=[C:21]([CH3:27])[CH:20]=2)[CH2:15]1)([C:8]1[CH:13]=[CH:12][CH:11]=[CH:10][CH:9]=1)[C:2]1[CH:7]=[CH:6][CH:5]=[CH:4][CH:3]=1.C(O[CH:33](N(C)C)[N:34]([CH3:36])[CH3:35])(C)(C)C. (4) Given the product [CH2:33]([O:40][C:41]1[CH:42]=[CH:43][C:44]([CH2:45][NH:46][C:25](=[O:27])[C:24]2[CH:28]=[CH:29][CH:30]=[N:31][C:23]=2[NH2:22])=[CH:47][CH:48]=1)[C:34]1[CH:35]=[CH:36][CH:37]=[CH:38][CH:39]=1, predict the reactants needed to synthesize it. The reactants are: CCN=C=NCCCN(C)C.ON1C2C=CC=CC=2N=N1.[NH2:22][C:23]1[N:31]=[CH:30][CH:29]=[CH:28][C:24]=1[C:25]([OH:27])=O.Cl.[CH2:33]([O:40][C:41]1[CH:48]=[CH:47][C:44]([CH2:45][NH2:46])=[CH:43][CH:42]=1)[C:34]1[CH:39]=[CH:38][CH:37]=[CH:36][CH:35]=1. (5) Given the product [Br-:17].[CH2:1]([C:3]1[CH:8]=[CH:7][C:6]([N+:9]2[CH:13]=[CH:12][N:11]([CH2:18][CH2:19][CH2:20][CH2:21][CH2:22][CH2:23][CH3:24])[CH:10]=2)=[C:5]([C:14]([OH:16])=[O:15])[CH:4]=1)[CH3:2], predict the reactants needed to synthesize it. The reactants are: [CH2:1]([C:3]1[CH:8]=[CH:7][C:6]([N:9]2[CH:13]=[CH:12][N:11]=[CH:10]2)=[C:5]([C:14]([OH:16])=[O:15])[CH:4]=1)[CH3:2].[Br:17][CH2:18][CH2:19][CH2:20][CH2:21][CH2:22][CH2:23][CH3:24]. (6) Given the product [N:5]1[C:4]2[NH:8][CH:9]=[CH:10][C:3]=2[CH:2]=[N:7][CH:6]=1, predict the reactants needed to synthesize it. The reactants are: Cl[C:2]1[C:3]2[CH:10]=[CH:9][NH:8][C:4]=2[N:5]=[CH:6][N:7]=1. (7) The reactants are: Cl[C:2]1[CH:7]=[C:6]([C:8]#[N:9])[CH:5]=[C:4]([N:10]2[CH2:15][CH2:14][O:13][CH2:12][CH2:11]2)[N:3]=1.O.C(=O)(O)[O-].[Na+].[F:22][C:23]([F:35])([F:34])[O:24][C:25]1[CH:30]=[CH:29][C:28](B(O)O)=[CH:27][CH:26]=1. Given the product [O:13]1[CH2:14][CH2:15][N:10]([C:4]2[CH:5]=[C:6]([C:8]#[N:9])[CH:7]=[C:2]([C:28]3[CH:27]=[CH:26][C:25]([O:24][C:23]([F:22])([F:34])[F:35])=[CH:30][CH:29]=3)[N:3]=2)[CH2:11][CH2:12]1, predict the reactants needed to synthesize it.